This data is from Reaction yield outcomes from USPTO patents with 853,638 reactions. The task is: Predict the reaction yield, written as a fraction of the theoretical maximum amount of product (1.0 means a 100% yield; for example, 0.34 means a 34% yield). (1) The reactants are [C:1]([C:3]1[CH:8]=[CH:7][CH:6]=[CH:5][C:4]=1[S:9]([N:12]([CH3:18])[CH2:13][CH2:14][CH2:15][NH:16][CH3:17])(=[O:11])=[O:10])#[N:2].[CH3:19][N:20]1[C:28]2[C:23](=[CH:24][CH:25]=[CH:26][CH:27]=2)[CH:22]=[C:21]1[C:29]([NH:31][C@H:32]([C:37]([OH:39])=O)[CH2:33][CH:34]([CH3:36])[CH3:35])=[O:30].CN1CCOCC1.CCN=C=NCCCN(C)C.Cl. The catalyst is C(Cl)Cl.C1C=C2C(N(O)N=NC2=CC=1)=O. The product is [C:1]([C:3]1[CH:8]=[CH:7][CH:6]=[CH:5][C:4]=1[S:9]([N:12]([CH3:18])[CH2:13][CH2:14][CH2:15][N:16]([CH3:17])[C:37]([C@@H:32]([NH:31][C:29]([C:21]1[N:20]([CH3:19])[C:28]2[C:23]([CH:22]=1)=[CH:24][CH:25]=[CH:26][CH:27]=2)=[O:30])[CH2:33][CH:34]([CH3:35])[CH3:36])=[O:39])(=[O:10])=[O:11])#[N:2]. The yield is 0.800. (2) The reactants are [CH3:1][O:2][C:3]1[CH:4]=[C:5]([C:11](=[O:19])/[CH:12]=[CH:13]/[C:14]([O:16]CC)=O)[CH:6]=[CH:7][C:8]=1[O:9][CH3:10].[C:20]1([Mg]Br)[CH:25]=[CH:24][CH:23]=[CH:22][CH:21]=1.[Cl-].[NH4+]. The catalyst is O1CCCC1. The product is [CH3:1][O:2][C:3]1[CH:4]=[C:5]([C:11](=[O:19])/[CH:12]=[CH:13]/[C:14]([C:20]2[CH:25]=[CH:24][CH:23]=[CH:22][CH:21]=2)=[O:16])[CH:6]=[CH:7][C:8]=1[O:9][CH3:10]. The yield is 0.780. (3) The catalyst is CN(C=O)C. The product is [NH2:26][C:24]1[C:25]2=[C:17]([C:12]3[CH:13]=[CH:14][C:15]4[C:10]([CH:11]=3)=[N:9][N:8]([CH2:1][C:2]3[CH:7]=[CH:6][CH:5]=[CH:4][CH:3]=3)[CH:16]=4)[CH:18]=[C:19]([CH2:27][CH2:28][CH2:29][N:30]3[CH2:35][CH2:34][N:33]([C:45](=[O:48])[CH2:46][CH3:47])[CH2:32][CH2:31]3)[N:20]2[N:21]=[CH:22][N:23]=1. The yield is 0.420. The reactants are [CH2:1]([N:8]1[CH:16]=[C:15]2[C:10]([CH:11]=[C:12]([C:17]3[CH:18]=[C:19]([CH2:27][CH2:28][CH2:29][N:30]4[CH2:35][CH2:34][NH:33][CH2:32][CH2:31]4)[N:20]4[C:25]=3[C:24]([NH2:26])=[N:23][CH:22]=[N:21]4)[CH:13]=[CH:14]2)=[N:9]1)[C:2]1[CH:7]=[CH:6][CH:5]=[CH:4][CH:3]=1.C(N(C(C)C)C(C)C)C.[C:45](Cl)(=[O:48])[CH2:46][CH3:47].O. (4) The reactants are [CH3:1][O:2][C:3]1[CH:8]=[CH:7][CH:6]=[CH:5][C:4]=1[S:9]([N:12]([CH3:33])[C:13]1[CH:14]=[CH:15][CH:16]=[C:17]2[C:21]=1[NH:20][C:19]([C:22]1[S:23][CH:24]([CH2:27][C:28](OCC)=[O:29])[CH2:25][N:26]=1)=[CH:18]2)(=[O:11])=[O:10].[BH4-].[Li+].O1CCCC1.C(O)(=O)CC(CC(O)=O)(C(O)=O)O. The catalyst is CO. The product is [OH:29][CH2:28][CH2:27][CH:24]1[S:23][C:22]([C:19]2[NH:20][C:21]3[C:17]([CH:18]=2)=[CH:16][CH:15]=[CH:14][C:13]=3[N:12]([CH3:33])[S:9]([C:4]2[CH:5]=[CH:6][CH:7]=[CH:8][C:3]=2[O:2][CH3:1])(=[O:11])=[O:10])=[N:26][CH2:25]1. The yield is 0.690. (5) The reactants are OS(O)(=O)=O.[OH:6][CH2:7][C:8]([CH2:19][OH:20])([C:14]([O:16][CH2:17][CH3:18])=[O:15])[C:9]([O:11][CH2:12][CH3:13])=[O:10].[C:21](OCC)(OCC)([O:23][CH2:24][CH3:25])[CH3:22].C([O-])(O)=O.[Na+]. The product is [CH2:21]([O:23][C:24]1([CH3:25])[O:6][CH2:7][C:8]([C:9]([O:11][CH2:12][CH3:13])=[O:10])([C:14]([O:16][CH2:17][CH3:18])=[O:15])[CH2:19][O:20]1)[CH3:22]. The catalyst is C1COCC1. The yield is 0.890. (6) The reactants are [C:1]([O:5][C:6]([N:8]1[CH2:12][CH:11]([C:13]#[N:14])[CH2:10][CH:9]1[C:15](=O)[NH:16][CH2:17][C:18]([C:20]1[CH:25]=[CH:24][C:23]([Br:26])=[CH:22][CH:21]=1)=O)=[O:7])([CH3:4])([CH3:3])[CH3:2].C(O)(=O)C.[NH3:32]. The catalyst is C1(C)C(C)=CC=CC=1. The product is [C:1]([O:5][C:6]([N:8]1[CH2:12][CH:11]([C:13]#[N:14])[CH2:10][CH:9]1[C:15]1[NH:32][C:18]([C:20]2[CH:25]=[CH:24][C:23]([Br:26])=[CH:22][CH:21]=2)=[CH:17][N:16]=1)=[O:7])([CH3:4])([CH3:3])[CH3:2]. The yield is 0.350. (7) The reactants are [Br-].[CH2:2]([Zn+])[C:3]1[CH:8]=[CH:7][CH:6]=[CH:5][CH:4]=1.[CH:10]1([C:16](Cl)=[O:17])[CH2:15][CH2:14][CH2:13][CH2:12][CH2:11]1. The catalyst is O1CCCC1. The product is [CH:10]1([C:16]([CH2:2][C:3]2[CH:8]=[CH:7][CH:6]=[CH:5][CH:4]=2)=[O:17])[CH2:15][CH2:14][CH2:13][CH2:12][CH2:11]1. The yield is 0.520.